This data is from Full USPTO retrosynthesis dataset with 1.9M reactions from patents (1976-2016). The task is: Predict the reactants needed to synthesize the given product. (1) Given the product [CH3:15][S:16]([Cl:19])(=[O:18])=[O:17].[CH3:15][S:16]([O:7][CH2:6][CH2:5][S:2]([CH3:1])(=[O:4])=[O:3])(=[O:18])=[O:17], predict the reactants needed to synthesize it. The reactants are: [CH3:1][S:2]([CH2:5][CH2:6][OH:7])(=[O:4])=[O:3].C(N(CC)CC)C.[CH3:15][S:16]([Cl:19])(=[O:18])=[O:17].S([O-])([O-])(=O)=O.[Na+].[Na+]. (2) Given the product [N:3]1([C:1]([N:23]2[CH2:24][C:25]3[C:34](=[O:35])[C:33]4[CH:32]=[CH:31][CH:30]=[CH:29][C:28]=4[NH:27][C:26]=3[CH:22]2[C:17]2[CH:18]=[CH:19][C:20]3[O:21][CH2:13][O:14][C:15]=3[CH:16]=2)=[S:2])[CH:7]=[CH:6][N:5]=[CH:4]1, predict the reactants needed to synthesize it. The reactants are: [C:1](N1C=CN=C1)([N:3]1[CH:7]=[CH:6][N:5]=[CH:4]1)=[S:2].[CH2:13]1[O:21][C:20]2[CH:19]=[CH:18][C:17]([CH:22]3[C:26]4[NH:27][C:28]5[CH:29]=[CH:30][CH:31]=[CH:32][C:33]=5[C:34](=[O:35])[C:25]=4[CH2:24][NH:23]3)=[CH:16][C:15]=2[O:14]1.